Dataset: Experimentally validated miRNA-target interactions with 360,000+ pairs, plus equal number of negative samples. Task: Binary Classification. Given a miRNA mature sequence and a target amino acid sequence, predict their likelihood of interaction. (1) The miRNA is hsa-miR-3662 with sequence GAAAAUGAUGAGUAGUGACUGAUG. The protein sequence of the target gene is MAQKPKVDPHVGRLGYLQALVTEFQETQSQDAKEQVLANLANFAYDPSNYEYLRQLQVLDLFLDSLSEENETLVEFAIGGLCNLCPDRANKEHILHAGGVPLIINCLSSPNEETVLSAITTLMHLSPPGRSFLPELTATPVVQCMLRFSLSASARLRNLAQIFLEDFCSPRQVAEARSRQAHSALGIPLPRSVAPRQR. Result: 0 (no interaction). (2) The miRNA is hsa-miR-4735-5p with sequence CCUAAUUUGAACACCUUCGGUA. The protein sequence of the target gene is MSAETASGPTEDQVEILEYNFNKVDKHPDSTTLCLIAAEAGLSEEETQKWFKQRLAKWRRSEGLPSECRSVTD. Result: 1 (interaction). (3) The miRNA is hsa-miR-3682-5p with sequence CUACUUCUACCUGUGUUAUCAU. The protein sequence of the target gene is MSHQGKKSIPHITSDRLLIRGGRIINDDQSFYADVYLEDGLIKQIGENLIVPGGVKTIEANGRMVIPGGIDVNTYLQKPSQGMTSADDFFQGTKAALAGGTTMIIDHVVPEPGSSLLTSFEKWHEAADTKSCCDYSLHVDITSWYDGVREELEVLVQDKGVNSFQVYMAYKDLYQMSDSQLYEAFTFLKGLGAVILVHAENGDLIAQEQKRILEMGITGPEGHALSRPEELEAEAVFRAIAIAGRINCPVYITKVMSKSAADIIALARKKGPLVFGEPIAASLGTDGTHYWSKNWAKAAA.... Result: 0 (no interaction). (4) The protein sequence of the target gene is MCCTKSLLLAALMSVLLLHLCGESEAASNFDCCLGYTDRILHPKFIVGFTRQLANEGCDINAIIFHTKKKLSVCANPKQTWVKYIVRLLSKKVKNM. The miRNA is hsa-miR-7855-5p with sequence UUGGUGAGGACCCCAAGCUCGG. Result: 0 (no interaction). (5) The miRNA is mmu-miR-146a-3p with sequence CCUGUGAAAUUCAGUUCUUCAG. The protein sequence of the target gene is MTMRSAVFKAAAAPAGGNPEQRLDYERAAALGGPEDESGAAEAHFLPRHRKLKEPGPPLASSQGGSPSPSPAGCGGGKGRGLLLPAGAAPGQQEESWGGSVPLPCPPPATKQAGIGGEPVAAGAGCSPRPKYQAVLPIQTGSIVVAAAKEPTPWAGDKGGAAPPAATASDPAGPPPLPLPGPPPLAPTATAGTLAASEGRWKSIRKSPLGGGGGSGASSQAACLKQILLLQLDLIEQQQQQLQAKEKEIEELKSERDTLLARIERMERRMQLVKRDNEKERHKLLQGYEPEEREEAELSE.... Result: 0 (no interaction). (6) The protein sequence of the target gene is MTVQRLVAAAVLVALVSLILNNVAAFTSNWVCQTLEDGRRRSVGLWRSCWLVDRTRGGPSPGARAGQVDAHDCEALGWGSEAAGFQESRGTVKLQFDMMRACNLVATAALTAGQLTFLLGLVGLPLLSPDAPCWEEAMAAAFQLASFVLVIGLVTFYRIGPYTNLSWSCYLNIGACLLATLAAAMLIWNILHKREDCMAPRVIVISRSLTARFRRGLDNDYVESPC. Result: 0 (no interaction). The miRNA is hsa-miR-337-3p with sequence CUCCUAUAUGAUGCCUUUCUUC. (7) The miRNA is hsa-miR-519c-3p with sequence AAAGUGCAUCUUUUUAGAGGAU. The protein sequence of the target gene is MAAPEQPLAISRGCTSSSSLSPPRGDRTLLVRHLPAELTAEEKEDLLKYFGAQSVRVLSDKGRLKHTAFATFPNEKAAIKALTRLHQLKLLGHTLVVEFAKEQDRVHSPCPTSGSEKKKRSDDPVEDDKEKKELGYLTVENGIAPNHGLTFPLNSCLKYMYPPPSSTILANIVNALASVPKFYVQVLHLMNKMNLPTPFGPITARPPMYEDYMPLHAPLPPTSPQPPEEPPLPDEDEELSSEESEYESTDDEDRQRMNKLMELANLQPKRPKTIKQRHVRKKRKIKDMLNTPLCPSHSSL.... Result: 0 (no interaction). (8) The miRNA is hsa-miR-6785-5p with sequence UGGGAGGGCGUGGAUGAUGGUG. The protein sequence of the target gene is MATSRGASRCPRDIANVMQRLQDEQEIVQKRTFTKWINSHLAKRKPPMVVDDLFEDMKDGVKLLALLEVLSGQKLPCEQGRRMKRIHAVANIGTALKFLEGRKIKLVNINSTDIADGRPSIVLGLMWTIILYFQIEELTSNLPQLQSLSSSASSVDSIVSSETPSPPSKRKVTTKIQGNAKKALLKWVQYTAGKQTGIEVKDFGKSWRSGVAFHSVIHAIRPELVDLETVKGRSNRENLEDAFTIAETELGIPRLLDPEDVDVDKPDEKSIMTYVAQFLKHYPDIHNASTDGQEDDEILP.... Result: 0 (no interaction). (9) The miRNA is hsa-miR-192-3p with sequence CUGCCAAUUCCAUAGGUCACAG. The protein sequence of the target gene is MQPSGHRLRDVEHHPLLAENDNYDSSSSSSSEADVADRVWFIRDGCGMICAVMTWLLVAYADFVVTFVMLLPSKDFWYSVVNGVIFNCLAVLALSSHLRTMLTDPGAVPKGNATKEYMESLQLKPGEVIYKCPKCCCIKPERAHHCSICKRCIRKMDHHCPWVNNCVGEKNQRFFVLFTMYIALSSVHALILCGFQFISCVRGQWTECSDFSPPITVILLIFLCLEGLLFFTFTAVMFGTQIHSICNDETEIERLKSEKPTWERRLRWEGMKSVFGGPPSLLWMNPFVGFRFRRLPTRPR.... Result: 1 (interaction).